Dataset: Retrosynthesis with 50K atom-mapped reactions and 10 reaction types from USPTO. Task: Predict the reactants needed to synthesize the given product. (1) Given the product CC(Nc1nc(Cl)ncc1F)c1ccc(O)cc1, predict the reactants needed to synthesize it. The reactants are: CC(N)c1ccc(O)cc1.Fc1cnc(Cl)nc1Cl. (2) Given the product O=Cc1cccc(-c2cc3nccc(Cl)c3s2)n1, predict the reactants needed to synthesize it. The reactants are: C[Sn](C)(C)c1cc2nccc(Cl)c2s1.O=Cc1cccc(Br)n1. (3) Given the product N#CC1(C(=O)NCCn2ccc3ncnc(Nc4ccc(Oc5cccc6sncc56)c(Cl)c4)c32)CC1, predict the reactants needed to synthesize it. The reactants are: N#CC1(C(=O)O)CC1.NCCn1ccc2ncnc(Nc3ccc(Oc4cccc5sncc45)c(Cl)c3)c21. (4) Given the product COc1cc(Nc2c(C#N)cnc3cc(-c4cccc(CN5CCOCC5)c4)ccc23)c(Cl)cc1Cl, predict the reactants needed to synthesize it. The reactants are: CC1(C)OB(c2cccc(CN3CCOCC3)c2)OC1(C)C.COc1cc(Nc2c(C#N)cnc3cc(Br)ccc23)c(Cl)cc1Cl. (5) Given the product Cc1onc(-c2ccccc2)c1/C=C/c1ccc(C(=O)O)cn1, predict the reactants needed to synthesize it. The reactants are: COC(=O)c1ccc(/C=C/c2c(-c3ccccc3)noc2C)nc1. (6) Given the product O=S1(=O)COc2cc(F)ccc2N1Cc1ccccc1, predict the reactants needed to synthesize it. The reactants are: BrCc1ccccc1.O=S1(=O)COc2cc(F)ccc2N1. (7) Given the product CCN(CC(=O)c1ccc(F)c(C)c1)C(=O)COCc1ccccc1, predict the reactants needed to synthesize it. The reactants are: CCNCC(=O)c1ccc(F)c(C)c1.O=C(Cl)COCc1ccccc1. (8) Given the product COc1cccc(/C=C/C(=O)Nc2cnn(Cc3ccc(C(C)(F)F)o3)c2)c1OC, predict the reactants needed to synthesize it. The reactants are: CC(F)(F)c1ccc(Cn2cc(N)cn2)o1.COc1cccc(/C=C/C(=O)O)c1OC.